From a dataset of Full USPTO retrosynthesis dataset with 1.9M reactions from patents (1976-2016). Predict the reactants needed to synthesize the given product. (1) Given the product [Cl:1][C:2]1[CH:3]=[C:4]2[C:8](=[CH:9][CH:10]=1)[N:7]([S:11]([C:14]1[CH:22]=[CH:21][C:20]([C:38]([NH:34][C:31]3[S:32][CH:33]=[C:29]([C:24]4[CH:25]=[CH:26][CH:27]=[CH:28][N:23]=4)[N:30]=3)=[O:39])=[CH:16][CH:15]=1)(=[O:13])=[O:12])[CH2:6][CH2:5]2, predict the reactants needed to synthesize it. The reactants are: [Cl:1][C:2]1[CH:3]=[C:4]2[C:8](=[CH:9][CH:10]=1)[N:7]([S:11]([C:14]1[CH:15]=[C:16]([CH:20]=[CH:21][CH:22]=1)C(O)=O)(=[O:13])=[O:12])[CH2:6][CH2:5]2.[N:23]1[CH:28]=[CH:27][CH:26]=[CH:25][C:24]=1[C:29]1[N:30]=[C:31]([NH2:34])[S:32][CH:33]=1.CN([CH:38]=[O:39])C. (2) Given the product [Cl:48][C:45]1[CH:46]=[CH:47][C:42]([C:39]2[CH:40]=[CH:41][C:36]([C:35]#[C:34][C:31]3[CH:30]=[CH:29][C:28]([O:27][CH2:26][CH2:25][N:14]4[CH2:15][CH2:16][CH2:17][CH:13]4[C:12]([O:11][CH3:10])=[O:18])=[CH:33][CH:32]=3)=[N:37][CH:38]=2)=[CH:43][CH:44]=1, predict the reactants needed to synthesize it. The reactants are: C(N(C(C)C)C(C)C)C.[CH3:10][O:11][C:12](=[O:18])[C@@H:13]1[CH2:17][CH2:16][CH2:15][NH:14]1.Cl.CS(O[CH2:25][CH2:26][O:27][C:28]1[CH:33]=[CH:32][C:31]([C:34]#[C:35][C:36]2[CH:41]=[CH:40][C:39]([C:42]3[CH:47]=[CH:46][C:45]([Cl:48])=[CH:44][CH:43]=3)=[CH:38][N:37]=2)=[CH:30][CH:29]=1)(=O)=O. (3) Given the product [C:8]([C:6]1[CH:5]=[CH:4][C:3]2[O:12][C:14]([CH3:15])=[N:1][C:2]=2[CH:7]=1)([CH3:9])([CH3:11])[CH3:10], predict the reactants needed to synthesize it. The reactants are: [NH2:1][C:2]1[CH:7]=[C:6]([C:8]([CH3:11])([CH3:10])[CH3:9])[CH:5]=[CH:4][C:3]=1[OH:12].Cl.[C:14](=N)(OC)[CH3:15].